From a dataset of Forward reaction prediction with 1.9M reactions from USPTO patents (1976-2016). Predict the product of the given reaction. (1) The product is: [C:9]([O:17][CH2:18][C:19](=[O:25])[N:20]([CH2:21][CH3:22])[CH2:23][CH3:24])(=[O:16])/[CH:10]=[CH:11]/[C:12]([O:14][CH3:15])=[O:13].[C:1]([OH:8])(=[O:7])/[CH:2]=[CH:3]\[C:4]([OH:6])=[O:5].[C:9]([O:17][CH2:18][C:19](=[O:25])[N:20]([CH2:21][CH3:22])[CH2:23][CH3:24])(=[O:16])/[CH:10]=[CH:11]/[C:12]([O:14][CH3:15])=[O:13].[C:1]([OH:8])(=[O:7])/[CH:2]=[CH:3]\[C:4]([OH:6])=[O:5]. Given the reactants [C:1]([OH:8])(=[O:7])/[CH:2]=[CH:3]\[C:4]([OH:6])=[O:5].[C:9]([O:17][CH2:18][C:19](=[O:25])[N:20]([CH2:23][CH3:24])[CH2:21][CH3:22])(=[O:16])/[CH:10]=[CH:11]/[C:12]([O:14][CH3:15])=[O:13].C(OCC)(=O)C.CCCCCCC, predict the reaction product. (2) Given the reactants Br[C:2]1[CH:16]=[CH:15][C:5]2[N:6]([CH:9]3[CH2:14][CH2:13][CH2:12][CH2:11][CH2:10]3)[CH:7]=[N:8][C:4]=2[CH:3]=1.C([O-])(=O)C.[K+].[CH3:22][C:23]1([CH3:39])[C:27]([CH3:29])([CH3:28])[O:26][B:25]([B:25]2[O:26][C:27]([CH3:29])([CH3:28])[C:23]([CH3:39])([CH3:22])[O:24]2)[O:24]1, predict the reaction product. The product is: [CH:9]1([N:6]2[C:5]3[CH:15]=[CH:16][C:2]([B:25]4[O:26][C:27]([CH3:29])([CH3:28])[C:23]([CH3:39])([CH3:22])[O:24]4)=[CH:3][C:4]=3[N:8]=[CH:7]2)[CH2:14][CH2:13][CH2:12][CH2:11][CH2:10]1. (3) Given the reactants [CH2:1]([N:4]1[CH2:13][CH2:12][C:11]2[C:6](=[CH:7][CH:8]=[C:9](Br)[CH:10]=2)[C:5]1=[O:15])[CH:2]=[CH2:3].[N:16]1(C2C=C3C(=CC=2)C(=O)NCC3)[CH2:21][CH2:20][CH2:19][CH2:18][CH2:17]1, predict the reaction product. The product is: [CH2:1]([N:4]1[CH2:13][CH2:12][C:11]2[C:6](=[CH:7][CH:8]=[C:9]([N:16]3[CH2:21][CH2:20][CH2:19][CH2:18][CH2:17]3)[CH:10]=2)[C:5]1=[O:15])[CH:2]=[CH2:3].